From a dataset of Full USPTO retrosynthesis dataset with 1.9M reactions from patents (1976-2016). Predict the reactants needed to synthesize the given product. Given the product [CH2:3]([N:10]1[CH2:15][CH2:14][CH:13]([OH:16])[CH:12]([C:17]#[N:18])[CH2:11]1)[C:4]1[CH:5]=[CH:6][CH:7]=[CH:8][CH:9]=1, predict the reactants needed to synthesize it. The reactants are: [BH4-].[Na+].[CH2:3]([N:10]1[CH2:15][CH2:14][C:13](=[O:16])[CH:12]([C:17]#[N:18])[CH2:11]1)[C:4]1[CH:9]=[CH:8][CH:7]=[CH:6][CH:5]=1.